From a dataset of Peptide-MHC class II binding affinity with 134,281 pairs from IEDB. Regression. Given a peptide amino acid sequence and an MHC pseudo amino acid sequence, predict their binding affinity value. This is MHC class II binding data. The peptide sequence is GGGFGMLLRKYGIAA. The MHC is HLA-DPA10201-DPB11401 with pseudo-sequence HLA-DPA10201-DPB11401. The binding affinity (normalized) is 0.354.